Dataset: Human liver microsome stability data. Task: Regression/Classification. Given a drug SMILES string, predict its absorption, distribution, metabolism, or excretion properties. Task type varies by dataset: regression for continuous measurements (e.g., permeability, clearance, half-life) or binary classification for categorical outcomes (e.g., BBB penetration, CYP inhibition). Dataset: hlm. The drug is C[C@@H]1CN(Cc2ccc(C=Cc3[nH]nc4cc([C@@H]5C[C@@]56C(=O)Nc5ccccc56)ccc34)cc2)C[C@H](C)O1. The result is 0 (unstable in human liver microsomes).